Dataset: Peptide-MHC class I binding affinity with 185,985 pairs from IEDB/IMGT. Task: Regression. Given a peptide amino acid sequence and an MHC pseudo amino acid sequence, predict their binding affinity value. This is MHC class I binding data. (1) The peptide sequence is IAEYIAGLKI. The MHC is HLA-A68:02 with pseudo-sequence HLA-A68:02. The binding affinity (normalized) is 0.198. (2) The peptide sequence is LVGPTPVNI. The MHC is HLA-A02:01 with pseudo-sequence HLA-A02:01. The binding affinity (normalized) is 0.539. (3) The peptide sequence is EYAPFARLL. The MHC is HLA-A69:01 with pseudo-sequence HLA-A69:01. The binding affinity (normalized) is 0.0847. (4) The peptide sequence is IQDEIVAAY. The MHC is HLA-A02:03 with pseudo-sequence HLA-A02:03. The binding affinity (normalized) is 0.0847. (5) The peptide sequence is TTIAVSTANI. The MHC is HLA-A68:02 with pseudo-sequence HLA-A68:02. The binding affinity (normalized) is 0.950. (6) The peptide sequence is TTDFTRLRY. The MHC is HLA-A30:01 with pseudo-sequence HLA-A30:01. The binding affinity (normalized) is 0.301. (7) The binding affinity (normalized) is 0.0847. The MHC is HLA-A26:02 with pseudo-sequence HLA-A26:02. The peptide sequence is KRFLNGAKY. (8) The peptide sequence is DPSGAYFAW. The MHC is HLA-B27:05 with pseudo-sequence HLA-B27:05. The binding affinity (normalized) is 0.0847. (9) The peptide sequence is NLPIAKVEPV. The MHC is Mamu-A01 with pseudo-sequence Mamu-A01. The binding affinity (normalized) is 0. (10) The peptide sequence is IMDEPTSSL. The MHC is HLA-B27:05 with pseudo-sequence HLA-B27:05. The binding affinity (normalized) is 0.0847.